From a dataset of HIV replication inhibition screening data with 41,000+ compounds from the AIDS Antiviral Screen. Binary Classification. Given a drug SMILES string, predict its activity (active/inactive) in a high-throughput screening assay against a specified biological target. (1) The molecule is CC1CC(c2ccccc2)=Nc2ccccc2S1. The result is 0 (inactive). (2) The drug is O=C(OCc1ccccc1)N1N=NC2C1C1CC(OCc3ccccc3)(OCc3ccccc3)C2O1. The result is 0 (inactive). (3) The molecule is Nc1ccc(C(=O)Nc2ccc(C=Cc3ccc(NC(=O)c4ccc(N)cc4S(=O)(=O)O)cc3S(=O)(=O)O)c(S(=O)(=O)O)c2)c(S(=O)(=O)O)c1.[NaH]. The result is 1 (active). (4) The molecule is O=C1CCCc2sccc21. The result is 0 (inactive). (5) The drug is CC1CCC(=Cc2ccc(Cl)cc2)c2nc(N)c(C#N)c(-c3ccc(Cl)cc3)c21. The result is 0 (inactive). (6) The drug is Cl.N=C(N)SCCC(=O)CCSC(=N)N. The result is 0 (inactive). (7) The molecule is COc1ccc(-n2c(SC(CN3CCOCC3)CN3CCCC3=O)nc3ccccc3c2=O)cc1.Cl. The result is 0 (inactive).